From a dataset of Full USPTO retrosynthesis dataset with 1.9M reactions from patents (1976-2016). Predict the reactants needed to synthesize the given product. (1) Given the product [C:1]([O:5][C:6]([NH:8][C:9]1[C:14]([C:15]([OH:17])=[O:16])=[C:13]([CH3:25])[C:12]([CH2:26][CH3:27])=[CH:11][CH:10]=1)=[O:7])([CH3:4])([CH3:3])[CH3:2], predict the reactants needed to synthesize it. The reactants are: [C:1]([O:5][C:6]([NH:8][C:9]1[C:14]([C:15]([O:17]CC2C=CC=CC=2)=[O:16])=[C:13]([CH3:25])[C:12]([CH:26]=[CH2:27])=[CH:11][CH:10]=1)=[O:7])([CH3:4])([CH3:3])[CH3:2].[H][H]. (2) Given the product [CH3:1][C:2]1([CH3:14])[CH:11]=[CH:10][C:9]2[C:8]([CH:12]=[O:27])=[CH:7][CH:6]=[CH:5][C:4]=2[O:3]1, predict the reactants needed to synthesize it. The reactants are: [CH3:1][C:2]1([CH3:14])[CH:11]=[CH:10][C:9]2[C:8]([C:12]#N)=[CH:7][CH:6]=[CH:5][C:4]=2[O:3]1.CC(C[AlH]CC(C)C)C.C1C[O:27]CC1.Cl.